Dataset: Reaction yield outcomes from USPTO patents with 853,638 reactions. Task: Predict the reaction yield, written as a fraction of the theoretical maximum amount of product (1.0 means a 100% yield; for example, 0.34 means a 34% yield). (1) The reactants are [CH3:1][N:2]1[C:6]([CH2:7][CH:8]=[C:9]([CH3:11])[CH3:10])=[CH:5][C:4]([NH2:12])=[N:3]1.C1(C)C=CC(S(O)(=O)=O)=CC=1.[Cl:24][C:25]1[C:26](=O)[O:27][C:28](=[O:31])[C:29]=1[CH3:30]. The catalyst is C1(C)C=CC=CC=1. The product is [Cl:24][C:25]1[C:26](=[O:27])[N:12]([C:4]2[CH:5]=[C:6]([CH2:7][CH:8]=[C:9]([CH3:10])[CH3:11])[N:2]([CH3:1])[N:3]=2)[C:28](=[O:31])[C:29]=1[CH3:30]. The yield is 0.700. (2) The reactants are Cl.[NH2:2][C@@H:3]([CH2:7][C:8]1[CH:13]=[CH:12][C:11]([Br:14])=[CH:10][CH:9]=1)[CH2:4][CH2:5][OH:6].C(N(CC)C(C)C)(C)C.[C:24]([C:26]1[CH:27]=[C:28]([CH:32]=[CH:33][C:34]=1[O:35][CH:36]([CH3:38])[CH3:37])[C:29](O)=[O:30])#[N:25].CN(C(ON1N=NC2C=CC=CC1=2)=[N+](C)C)C.F[P-](F)(F)(F)(F)F. The catalyst is CN(C=O)C. The product is [Br:14][C:11]1[CH:10]=[CH:9][C:8]([CH2:7][C@H:3]([NH:2][C:29](=[O:30])[C:28]2[CH:32]=[CH:33][C:34]([O:35][CH:36]([CH3:38])[CH3:37])=[C:26]([C:24]#[N:25])[CH:27]=2)[CH2:4][CH2:5][OH:6])=[CH:13][CH:12]=1. The yield is 0.780. (3) The reactants are [NH2:1][C:2]1[C:3]([C:17]2[CH:26]=[CH:25][C:20]([C:21]([O:23][CH3:24])=[O:22])=[C:19]([F:27])[CH:18]=2)=[N:4][C:5](B2OC(C)(C)C(C)(C)O2)=[CH:6][N:7]=1.C(=O)([O-])[O-].[Na+].[Na+].I[CH:35]1[CH2:38][O:37][CH2:36]1. The catalyst is COCCOC.C1C=CC(P(C2C=CC=CC=2)[C-]2C=CC=C2)=CC=1.C1C=CC(P(C2C=CC=CC=2)[C-]2C=CC=C2)=CC=1.Cl[Pd]Cl.[Fe+2].C(Cl)Cl. The product is [NH2:1][C:2]1[C:3]([C:17]2[CH:26]=[CH:25][C:20]([C:21]([O:23][CH3:24])=[O:22])=[C:19]([F:27])[CH:18]=2)=[N:4][C:5]([CH:35]2[CH2:38][O:37][CH2:36]2)=[CH:6][N:7]=1. The yield is 0.110. (4) The reactants are Cl[C:2]1[C:11]2[C:6](=[C:7]([N+:13]([O-:15])=[O:14])[C:8]([CH3:12])=[CH:9][CH:10]=2)[CH:5]=[CH:4][N:3]=1.Cl.C1C[O:20]CC1. No catalyst specified. The product is [CH3:12][C:8]1[C:7]([N+:13]([O-:15])=[O:14])=[C:6]2[C:11](=[CH:10][CH:9]=1)[C:2](=[O:20])[NH:3][CH:4]=[CH:5]2. The yield is 0.870. (5) The reactants are C([O-])(=[O:3])C.[NH4+].[CH2:6]([O:8][C:9]([C:11]1[C:12]([Cl:21])=[C:13]2[S:20][CH:19]=[CH:18][C:14]2=[N:15][C:16]=1Cl)=[O:10])[CH3:7]. The catalyst is C(O)(=O)C. The product is [CH2:6]([O:8][C:9]([C:11]1[C:16](=[O:3])[NH:15][C:14]2[CH:18]=[CH:19][S:20][C:13]=2[C:12]=1[Cl:21])=[O:10])[CH3:7]. The yield is 0.600. (6) The reactants are [Cl:1][C:2]1[CH:26]=[CH:25][C:5]([C:6]([NH:8][C:9]2[CH:14]=[CH:13][C:12]([C@@H:15]([NH:17]C(=O)OC(C)(C)C)[CH3:16])=[CH:11][CH:10]=2)=[O:7])=[CH:4][N:3]=1.C(O)(C(F)(F)F)=O. The catalyst is ClCCl. The product is [NH2:17][C@H:15]([C:12]1[CH:11]=[CH:10][C:9]([NH:8][C:6](=[O:7])[C:5]2[CH:25]=[CH:26][C:2]([Cl:1])=[N:3][CH:4]=2)=[CH:14][CH:13]=1)[CH3:16]. The yield is 0.610.